Dataset: Catalyst prediction with 721,799 reactions and 888 catalyst types from USPTO. Task: Predict which catalyst facilitates the given reaction. Product: [Br:11][CH2:8][CH2:10][CH2:1][O:24][C:16]1[CH:17]=[CH:18][C:19]([N+:21]([O-:23])=[O:22])=[CH:20][C:15]=1[O:14][CH3:13]. Reactant: [C:1]([O-])([O-])=O.[K+].[K+].Br[C:8]([Br:11])([CH3:10])C.[K].[CH3:13][O:14][C:15]1[CH:20]=[C:19]([N+:21]([O-:23])=[O:22])[CH:18]=[CH:17][C:16]=1[OH:24]. The catalyst class is: 3.